This data is from Peptide-MHC class I binding affinity with 185,985 pairs from IEDB/IMGT. The task is: Regression. Given a peptide amino acid sequence and an MHC pseudo amino acid sequence, predict their binding affinity value. This is MHC class I binding data. (1) The peptide sequence is SRDSRGKPGY. The MHC is HLA-A02:01 with pseudo-sequence HLA-A02:01. The binding affinity (normalized) is 0.0847. (2) The peptide sequence is KLDFIRNTK. The MHC is HLA-B15:17 with pseudo-sequence HLA-B15:17. The binding affinity (normalized) is 0.0847. (3) The peptide sequence is GPASLPTAL. The MHC is HLA-B38:01 with pseudo-sequence HLA-B38:01. The binding affinity (normalized) is 0.0847. (4) The peptide sequence is ILTRLALFF. The binding affinity (normalized) is 0.0847. The MHC is HLA-B46:01 with pseudo-sequence HLA-B46:01.